Dataset: Full USPTO retrosynthesis dataset with 1.9M reactions from patents (1976-2016). Task: Predict the reactants needed to synthesize the given product. (1) Given the product [N:1]1([CH2:6][CH2:7][CH2:8][NH:9][C:10](=[O:32])/[C:11](/[CH2:20][O:21][C:22]2[C:31]3[C:26](=[CH:27][CH:28]=[CH:29][CH:30]=3)[CH:25]=[CH:24][CH:23]=2)=[CH:12]/[CH2:13][CH2:14][CH2:15][CH2:16][C:17]([NH:61][O:60][CH:55]2[CH2:56][CH2:57][CH2:58][CH2:59][O:54]2)=[O:18])[CH:5]=[CH:4][N:3]=[CH:2]1, predict the reactants needed to synthesize it. The reactants are: [N:1]1([CH2:6][CH2:7][CH2:8][NH:9][C:10](=[O:32])/[C:11](/[CH2:20][O:21][C:22]2[C:31]3[C:26](=[CH:27][CH:28]=[CH:29][CH:30]=3)[CH:25]=[CH:24][CH:23]=2)=[CH:12]/[CH2:13][CH2:14][CH2:15][CH2:16][C:17](O)=[O:18])[CH:5]=[CH:4][N:3]=[CH:2]1.C(N(CC)CC)C.Cl.C(N(CC)CCCN=C=NCC)C.[O:54]1[CH2:59][CH2:58][CH2:57][CH2:56][CH:55]1[O:60][NH2:61]. (2) Given the product [CH2:1]([N:8]([CH3:29])[C:9]1[CH:14]=[CH:13][C:12]([C:15]([CH3:25])([CH2:23][O:24][S:38]([CH3:37])(=[O:40])=[O:39])[C:16]([N:18]2[CH2:19][CH2:20][CH2:21][CH2:22]2)=[O:17])=[CH:11][C:10]=1[N+:26]([O-:28])=[O:27])[C:2]1[CH:7]=[CH:6][CH:5]=[CH:4][CH:3]=1, predict the reactants needed to synthesize it. The reactants are: [CH2:1]([N:8]([CH3:29])[C:9]1[CH:14]=[CH:13][C:12]([C:15]([CH3:25])([CH2:23][OH:24])[C:16]([N:18]2[CH2:22][CH2:21][CH2:20][CH2:19]2)=[O:17])=[CH:11][C:10]=1[N+:26]([O-:28])=[O:27])[C:2]1[CH:7]=[CH:6][CH:5]=[CH:4][CH:3]=1.C(N(CC)CC)C.[CH3:37][S:38](Cl)(=[O:40])=[O:39]. (3) Given the product [Br:1][C:2]1[N:3]([CH2:23][CH2:22][CH2:21][C:20]#[CH:19])[C:4]2[C:9]([N:10]=1)=[C:8]([NH2:11])[N:7]=[CH:6][N:5]=2, predict the reactants needed to synthesize it. The reactants are: [Br:1][C:2]1[NH:3][C:4]2[C:9]([N:10]=1)=[C:8]([NH2:11])[N:7]=[CH:6][N:5]=2.C([O-])([O-])=O.[Cs+].[Cs+].Cl[CH2:19][CH2:20][CH2:21][C:22]#[CH:23]. (4) Given the product [NH2:27][C:10]1[N:9]=[CH:8][N:7]=[C:6]2[C:11]=1[N:12]=[C:13]([S:14][C:15]1[C:23]([N:24]([CH3:26])[CH3:25])=[CH:22][C:18]3[O:19][CH2:20][O:21][C:17]=3[CH:16]=1)[N:5]2[CH2:4][CH2:3][CH2:2][NH:1][S:38]([CH:35]1[CH2:37][CH2:36]1)(=[O:40])=[O:39], predict the reactants needed to synthesize it. The reactants are: [NH2:1][CH2:2][CH2:3][CH2:4][N:5]1[C:13]([S:14][C:15]2[C:23]([N:24]([CH3:26])[CH3:25])=[CH:22][C:18]3[O:19][CH2:20][O:21][C:17]=3[CH:16]=2)=[N:12][C:11]2[C:6]1=[N:7][CH:8]=[N:9][C:10]=2[NH2:27].C(N(CC)CC)C.[CH:35]1([S:38](Cl)(=[O:40])=[O:39])[CH2:37][CH2:36]1. (5) Given the product [Cl:26][C:8]1[C:7]2[CH:12]=[CH:13][N:14]([S:15]([C:18]3[CH:24]=[CH:23][C:21]([CH3:22])=[CH:20][CH:19]=3)(=[O:17])=[O:16])[C:6]=2[C:5]([C:3]([O:2][CH3:1])=[O:4])=[CH:10][N:9]=1, predict the reactants needed to synthesize it. The reactants are: [CH3:1][O:2][C:3]([C:5]1[C:6]2[N:14]([S:15]([C:18]3[CH:24]=[CH:23][C:21]([CH3:22])=[CH:20][CH:19]=3)(=[O:17])=[O:16])[CH:13]=[CH:12][C:7]=2[CH:8]=[N+:9]([O-])[CH:10]=1)=[O:4].P(Cl)(Cl)[Cl:26].C([O-])([O-])=O.[Na+].[Na+]. (6) Given the product [Cl:24][C:19]1[CH:20]=[C:21]2[C:16](=[CH:17][CH:18]=1)[NH:15][C:14](=[O:25])[C:13]([C:11](=[O:12])[CH2:10][CH2:9][O:8][CH2:1][CH3:2])=[C:22]2[OH:23], predict the reactants needed to synthesize it. The reactants are: [CH2:1]([O:8][CH2:9][CH2:10][C:11]([C:13]1[C:14](=[O:25])[NH:15][C:16]2[C:21]([C:22]=1[OH:23])=[CH:20][C:19]([Cl:24])=[CH:18][CH:17]=2)=[O:12])[C:2]1C=CC=CC=1.CC[O-].[Na+].CCO.Cl.